Dataset: Reaction yield outcomes from USPTO patents with 853,638 reactions. Task: Predict the reaction yield, written as a fraction of the theoretical maximum amount of product (1.0 means a 100% yield; for example, 0.34 means a 34% yield). The reactants are [Cl-].O[NH3+:3].[C:4](=[O:7])([O-])[OH:5].[Na+].CS(C)=O.[CH2:13]([C:17]1[N:18]=[C:19]([CH3:47])[N:20]([C:39]2[CH:44]=[CH:43][C:42]([F:45])=[C:41]([CH3:46])[CH:40]=2)[C:21](=[O:38])[C:22]=1[CH2:23][C:24]1[CH:29]=[CH:28][C:27]([C:30]2[C:31]([C:36]#[N:37])=[CH:32][CH:33]=[CH:34][CH:35]=2)=[CH:26][CH:25]=1)[CH2:14][CH2:15][CH3:16]. The catalyst is O.C(OCC)(=O)C. The product is [CH2:13]([C:17]1[N:18]=[C:19]([CH3:47])[N:20]([C:39]2[CH:44]=[CH:43][C:42]([F:45])=[C:41]([CH3:46])[CH:40]=2)[C:21](=[O:38])[C:22]=1[CH2:23][C:24]1[CH:25]=[CH:26][C:27]([C:30]2[CH:35]=[CH:34][CH:33]=[CH:32][C:31]=2[C:36]2[NH:3][C:4](=[O:7])[O:5][N:37]=2)=[CH:28][CH:29]=1)[CH2:14][CH2:15][CH3:16]. The yield is 0.680.